Dataset: Forward reaction prediction with 1.9M reactions from USPTO patents (1976-2016). Task: Predict the product of the given reaction. (1) The product is: [CH2:25]([O:1][C:2]1[CH:3]=[C:4]([CH2:8][NH:9][C:10]([C:12]2[CH:13]=[C:14]3[C:19](=[CH:20][CH:21]=2)[N:18]=[CH:17][CH:16]=[CH:15]3)=[O:11])[CH:5]=[CH:6][CH:7]=1)[C:24]#[CH:23]. Given the reactants [OH:1][C:2]1[CH:3]=[C:4]([CH2:8][NH:9][C:10]([C:12]2[CH:13]=[C:14]3[C:19](=[CH:20][CH:21]=2)[N:18]=[CH:17][CH:16]=[CH:15]3)=[O:11])[CH:5]=[CH:6][CH:7]=1.Br[CH2:23][C:24]#[CH:25].CN(C=O)C.C(=O)([O-])[O-].[Cs+].[Cs+], predict the reaction product. (2) Given the reactants [C:1]1([P:7]([O:15][C:16]2[C@H:17]([CH3:40])[C@H:18]3[C@@H:35]([C@H:36]([OH:38])[CH3:37])[C:34](=[O:39])[N:19]3[C:20]=2[C:21]([O:23][CH2:24][C:25]2[CH:30]=[CH:29][C:28]([N+:31]([O-:33])=[O:32])=[CH:27][CH:26]=2)=[O:22])([C:9]2[CH:14]=[CH:13][CH:12]=[CH:11][CH:10]=2)=[O:8])[CH:6]=[CH:5][CH:4]=[CH:3][CH:2]=1.[Si:41](Cl)([C:44]([CH3:47])([CH3:46])[CH3:45])([CH3:43])[CH3:42].N1C=CN=C1.CO, predict the reaction product. The product is: [Si:41]([O:38][C@@H:36]([C@H:35]1[C:34](=[O:39])[N:19]2[C:20]([C:21]([O:23][CH2:24][C:25]3[CH:26]=[CH:27][C:28]([N+:31]([O-:33])=[O:32])=[CH:29][CH:30]=3)=[O:22])=[C:16]([O:15][P:7]([C:9]3[CH:10]=[CH:11][CH:12]=[CH:13][CH:14]=3)([C:1]3[CH:6]=[CH:5][CH:4]=[CH:3][CH:2]=3)=[O:8])[C@H:17]([CH3:40])[C@@H:18]12)[CH3:37])([C:44]([CH3:47])([CH3:46])[CH3:45])([CH3:43])[CH3:42]. (3) The product is: [CH3:26][NH:25][C:23]([C:19]1[CH:18]=[C:17]([CH2:16][NH:1][C:2]2[N:3]=[CH:4][S:5][C:6]=2[C:7]([O:9][CH3:10])=[O:8])[CH:22]=[CH:21][N:20]=1)=[O:24]. Given the reactants [NH2:1][C:2]1[N:3]=[CH:4][S:5][C:6]=1[C:7]([O:9][CH3:10])=[O:8].CS(O[CH2:16][C:17]1[CH:22]=[CH:21][N:20]=[C:19]([C:23]([NH:25][CH3:26])=[O:24])[CH:18]=1)(=O)=O.C(C1C=C(C)C=C(C(C)(C)C)C=1O)(C)(C)C.[I-].[Na+], predict the reaction product. (4) Given the reactants [Cl:1][C:2]1[CH:7]=[CH:6][C:5]([C:8]2[CH2:13][C:12]([CH3:15])([CH3:14])[CH2:11][CH2:10][C:9]=2[CH2:16][N:17]2[CH2:22][CH2:21][N:20]([C:23]3[CH:33]=[CH:32][C:26]([C:27]([O:29][CH2:30][CH3:31])=[O:28])=[C:25]([O:34][C:35]4[CH:40]=[CH:39][CH:38]=[C:37]([OH:41])[C:36]=4[CH3:42])[CH:24]=3)[CH2:19][CH2:18]2)=[CH:4][CH:3]=1.Cl[CH2:44][O:45][CH3:46].C(=O)([O-])[O-].[Cs+].[Cs+], predict the reaction product. The product is: [Cl:1][C:2]1[CH:3]=[CH:4][C:5]([C:8]2[CH2:13][C:12]([CH3:14])([CH3:15])[CH2:11][CH2:10][C:9]=2[CH2:16][N:17]2[CH2:22][CH2:21][N:20]([C:23]3[CH:33]=[CH:32][C:26]([C:27]([O:29][CH2:30][CH3:31])=[O:28])=[C:25]([O:34][C:35]4[CH:40]=[CH:39][CH:38]=[C:37]([O:41][CH2:44][O:45][CH3:46])[C:36]=4[CH3:42])[CH:24]=3)[CH2:19][CH2:18]2)=[CH:6][CH:7]=1. (5) Given the reactants Br[C:2]1[C:11]([F:12])=[CH:10][C:5]([C:6]([O:8][CH3:9])=[O:7])=[C:4]([Cl:13])[CH:3]=1.C([Mg]Cl)(C)C.[C:19](O[C:19]([O:21][C:22]([CH3:25])([CH3:24])[CH3:23])=[O:20])([O:21][C:22]([CH3:25])([CH3:24])[CH3:23])=[O:20], predict the reaction product. The product is: [Cl:13][C:4]1[C:5]([C:6]([O:8][CH3:9])=[O:7])=[CH:10][C:11]([F:12])=[C:2]([CH:3]=1)[C:19]([O:21][C:22]([CH3:25])([CH3:24])[CH3:23])=[O:20]. (6) Given the reactants [CH2:1]([O:3][C:4]1[CH:5]=[C:6]([CH:14]2[C:19]([C:20]3[CH:25]=[CH:24][CH:23]=[CH:22][CH:21]=3)=[C:18]([C:26]3[CH:31]=[CH:30][CH:29]=[CH:28][CH:27]=3)[NH:17][C:16](=[O:32])[NH:15]2)[CH:7]=[C:8]([N+:11]([O-])=O)[C:9]=1[OH:10])[CH3:2].[NH4+].[Cl-].CCN(CC)CC.[S:42](Cl)([CH3:45])(=[O:44])=[O:43], predict the reaction product. The product is: [CH2:1]([O:3][C:4]1[C:9]([OH:10])=[C:8]([NH:11][S:42]([CH3:45])(=[O:44])=[O:43])[CH:7]=[C:6]([CH:14]2[C:19]([C:20]3[CH:25]=[CH:24][CH:23]=[CH:22][CH:21]=3)=[C:18]([C:26]3[CH:31]=[CH:30][CH:29]=[CH:28][CH:27]=3)[NH:17][C:16](=[O:32])[NH:15]2)[CH:5]=1)[CH3:2]. (7) Given the reactants [C:1]1([S:7]([C:10]2[CH:11]=[C:12]3[C:17](=[CH:18][CH:19]=2)[C:16]([C:20]#[N:21])=[CH:15][CH2:14][CH2:13]3)(=[O:9])=[O:8])[CH:6]=[CH:5][CH:4]=[CH:3][CH:2]=1.CCO.[H][H], predict the reaction product. The product is: [C:1]1([S:7]([C:10]2[CH:11]=[C:12]3[C:17](=[CH:18][CH:19]=2)[CH:16]([C:20]#[N:21])[CH2:15][CH2:14][CH2:13]3)(=[O:9])=[O:8])[CH:2]=[CH:3][CH:4]=[CH:5][CH:6]=1.